Predict the product of the given reaction. From a dataset of Forward reaction prediction with 1.9M reactions from USPTO patents (1976-2016). The product is: [C:1]([Si:5]([CH3:23])([CH3:24])[O:6][C@H:7]1[CH2:11][CH2:10][C@H:9]([N:12]2[C:13]3=[N:14][C:15]([S:21][CH3:22])=[N:16][CH:17]=[C:18]3[CH2:64][N:33]([C:30]3[CH:31]=[CH:32][C:27]([O:26][CH3:25])=[CH:28][CH:29]=3)[C:52]2=[O:53])[CH2:8]1)([CH3:3])([CH3:4])[CH3:2]. Given the reactants [C:1]([Si:5]([CH3:24])([CH3:23])[O:6][C@H:7]1[CH2:11][CH2:10][C@H:9]([NH:12][C:13]2[C:18](C=O)=[CH:17][N:16]=[C:15]([S:21][CH3:22])[N:14]=2)[CH2:8]1)([CH3:4])([CH3:3])[CH3:2].[CH3:25][O:26][C:27]1[CH:32]=[CH:31][C:30]([NH2:33])=[CH:29][CH:28]=1.O.C1(C)C=CC(S(O)(=O)=O)=CC=1.[H-].[Al+3].[Li+].[H-].[H-].[H-].[C:52](C(C(C([O-])=O)O)O)([O-])=[O:53].[Na+].[K+].[CH2:64](N(CC)CC)C.C(Cl)(Cl)=O.C1(C)C=CC=CC=1, predict the reaction product.